This data is from Forward reaction prediction with 1.9M reactions from USPTO patents (1976-2016). The task is: Predict the product of the given reaction. (1) Given the reactants [CH:1]([N:4]1[C:8]([C:9]2[N:18]=[C:17]3[N:11]([CH2:12][CH2:13][O:14][C:15]4[CH:22]=[CH:21][C:20]([S:23][CH:24]5[CH2:29][CH2:28][N:27]([CH:30]([CH3:32])[CH3:31])[CH2:26][CH2:25]5)=[CH:19][C:16]=43)[CH:10]=2)=[N:7][C:6]([CH3:33])=[N:5]1)([CH3:3])[CH3:2].C(O)(C(F)(F)F)=[O:35].C1C=C(Cl)C=C(C(OO)=O)C=1, predict the reaction product. The product is: [CH:1]([N:4]1[C:8]([C:9]2[N:18]=[C:17]3[C:16]4[CH:19]=[C:20]([S:23]([CH:24]5[CH2:29][CH2:28][N:27]([CH:30]([CH3:32])[CH3:31])[CH2:26][CH2:25]5)=[O:35])[CH:21]=[CH:22][C:15]=4[O:14][CH2:13][CH2:12][N:11]3[CH:10]=2)=[N:7][C:6]([CH3:33])=[N:5]1)([CH3:3])[CH3:2]. (2) Given the reactants [CH2:1]([O:3][P:4]([C:9]([C:11]([P:13]([O:18][CH2:19][CH3:20])([O:15][CH2:16][CH3:17])=[O:14])=[CH2:12])=[CH2:10])([O:6][CH2:7][CH3:8])=[O:5])[CH3:2].O.O.O.O.O.O.O.O.O.[S-2:30].[Na+].[Na+], predict the reaction product. The product is: [CH2:16]([O:15][P:13]([CH:11]1[CH:9]([P:4]([O:6][CH2:7][CH3:8])([O:3][CH2:1][CH3:2])=[O:5])[CH2:10][S:30][CH2:12]1)([O:18][CH2:19][CH3:20])=[O:14])[CH3:17]. (3) Given the reactants F[C:2]1[CH:3]=[C:4]2[C:9](=[CH:10][N:11]=1)[N:8]=[CH:7][C:6]([C:12]#[N:13])=[C:5]2[NH:14][C:15]1[CH:20]=[CH:19][C:18]([O:21][C:22]2[CH:27]=[CH:26][CH:25]=[CH:24][CH:23]=2)=[CH:17][CH:16]=1.[CH3:28][N:29]([CH3:33])[CH2:30][CH2:31][O-:32].[Na+].O, predict the reaction product. The product is: [CH3:28][N:29]([CH3:33])[CH2:30][CH2:31][O:32][C:2]1[CH:3]=[C:4]2[C:9](=[CH:10][N:11]=1)[N:8]=[CH:7][C:6]([C:12]#[N:13])=[C:5]2[NH:14][C:15]1[CH:20]=[CH:19][C:18]([O:21][C:22]2[CH:27]=[CH:26][CH:25]=[CH:24][CH:23]=2)=[CH:17][CH:16]=1. (4) Given the reactants [C:1]([C:5]1[CH:6]=[C:7]([CH:10]=[CH:11][C:12]=1[N:13]([CH3:15])[CH3:14])[CH:8]=[O:9])([CH3:4])([CH3:3])[CH3:2].[C:16]([Mg]Br)#[CH:17], predict the reaction product. The product is: [C:1]([C:5]1[CH:6]=[C:7]([CH:8]([OH:9])[C:16]#[CH:17])[CH:10]=[CH:11][C:12]=1[N:13]([CH3:15])[CH3:14])([CH3:4])([CH3:2])[CH3:3]. (5) Given the reactants C([N:8]1[C@@H:13]([CH3:14])[CH2:12][C:11](=[O:15])[CH2:10][C@@H:9]1[CH3:16])C1C=CC=CC=1.N#N, predict the reaction product. The product is: [CH3:16][C@H:9]1[CH2:10][C:11](=[O:15])[CH2:12][C@H:13]([CH3:14])[NH:8]1.